From a dataset of Catalyst prediction with 721,799 reactions and 888 catalyst types from USPTO. Predict which catalyst facilitates the given reaction. Reactant: [NH2:1][C:2]1[CH:7]=[CH:6][C:5]([CH2:8][C:9]#[N:10])=[CH:4][CH:3]=1.C1C(=O)N([Br:18])C(=O)C1. Product: [NH2:1][C:2]1[CH:7]=[CH:6][C:5]([CH2:8][C:9]#[N:10])=[CH:4][C:3]=1[Br:18]. The catalyst class is: 10.